From a dataset of Full USPTO retrosynthesis dataset with 1.9M reactions from patents (1976-2016). Predict the reactants needed to synthesize the given product. (1) Given the product [CH3:1][O:2][C:3](=[O:13])[C:4]1[CH:9]=[C:8]([I:18])[C:7]([CH3:11])=[CH:6][C:5]=1[Br:12], predict the reactants needed to synthesize it. The reactants are: [CH3:1][O:2][C:3](=[O:13])[C:4]1[CH:9]=[C:8](N)[C:7]([CH3:11])=[CH:6][C:5]=1[Br:12].N([O-])=O.[Na+].[I-:18].[K+].S([O-])([O-])=O.[Na+].[Na+]. (2) Given the product [F:1][C:2]([F:26])([F:25])[CH2:3][NH:4][C:5]([C:7]1([CH2:20][CH2:21][CH2:22][CH2:23][N:30]2[CH2:31][CH2:32][N:27]([C:33]3[S:34][C:35]4[CH:41]=[CH:40][CH:39]=[CH:38][C:36]=4[N:37]=3)[CH2:28][CH2:29]2)[C:19]2[CH:18]=[CH:17][CH:16]=[CH:15][C:14]=2[C:13]2[C:8]1=[CH:9][CH:10]=[CH:11][CH:12]=2)=[O:6], predict the reactants needed to synthesize it. The reactants are: [F:1][C:2]([F:26])([F:25])[CH2:3][NH:4][C:5]([C:7]1([CH2:20][CH2:21][CH2:22][CH2:23]Br)[C:19]2[CH:18]=[CH:17][CH:16]=[CH:15][C:14]=2[C:13]2[C:8]1=[CH:9][CH:10]=[CH:11][CH:12]=2)=[O:6].[N:27]1([C:33]2[S:34][C:35]3[CH:41]=[CH:40][CH:39]=[CH:38][C:36]=3[N:37]=2)[CH2:32][CH2:31][NH:30][CH2:29][CH2:28]1.C(=O)([O-])[O-].[K+].[K+].O. (3) The reactants are: C[O:2][C:3](=O)[CH2:4][C:5]([NH:7][C:8]1[CH:13]=[CH:12][C:11]([O:14][CH2:15][C:16]2[CH:21]=[CH:20][CH:19]=[C:18]([F:22])[CH:17]=2)=[C:10]([CH3:23])[CH:9]=1)=[O:6].[NH3:25]. Given the product [F:22][C:18]1[CH:17]=[C:16]([CH:21]=[CH:20][CH:19]=1)[CH2:15][O:14][C:11]1[CH:12]=[CH:13][C:8]([NH:7][C:5](=[O:6])[CH2:4][C:3]([NH2:25])=[O:2])=[CH:9][C:10]=1[CH3:23], predict the reactants needed to synthesize it. (4) Given the product [CH3:1][O:2][C:3]1[CH:4]=[C:5]2[C:10](=[CH:11][C:12]=1[O:13][CH3:14])[N:9]=[CH:8][CH:7]=[C:6]2[O:15][C:16]1[CH:22]=[CH:21][C:19]([NH:20][C:43](=[O:49])[O:42][CH2:40][CH2:60][S:59][C:53]2[CH:54]=[C:55]([CH3:58])[CH:56]=[CH:57][C:52]=2[CH3:51])=[C:18]([CH3:23])[C:17]=1[CH3:24], predict the reactants needed to synthesize it. The reactants are: [CH3:1][O:2][C:3]1[CH:4]=[C:5]2[C:10](=[CH:11][C:12]=1[O:13][CH3:14])[N:9]=[CH:8][CH:7]=[C:6]2[O:15][C:16]1[CH:22]=[CH:21][C:19]([NH2:20])=[C:18]([CH3:23])[C:17]=1[CH3:24].C1(C)C=CC=CC=1.C(N(CC)CC)C.Cl[C:40](Cl)([O:42][C:43](=[O:49])OC(Cl)(Cl)Cl)Cl.[CH3:51][C:52]1[CH:57]=[CH:56][C:55]([CH3:58])=[CH:54][C:53]=1[S:59][CH2:60]CO. (5) Given the product [C:41]([NH:1][C:2]([CH3:33])([CH3:32])[C:3]#[C:4][C:5]1[CH:14]=[C:13]2[C:8]([CH:9]=[C:10]([CH3:31])[C:11]([CH:22]([O:26][C:27]([CH3:28])([CH3:30])[CH3:29])[C:23]([OH:25])=[O:24])=[C:12]2[C:15]2[CH:20]=[CH:19][C:18]([Cl:21])=[CH:17][CH:16]=2)=[CH:7][CH:6]=1)(=[O:43])[CH3:42], predict the reactants needed to synthesize it. The reactants are: [NH2:1][C:2]([CH3:33])([CH3:32])[C:3]#[C:4][C:5]1[CH:14]=[C:13]2[C:8]([CH:9]=[C:10]([CH3:31])[C:11]([CH:22]([O:26][C:27]([CH3:30])([CH3:29])[CH3:28])[C:23]([OH:25])=[O:24])=[C:12]2[C:15]2[CH:20]=[CH:19][C:18]([Cl:21])=[CH:17][CH:16]=2)=[CH:7][CH:6]=1.C(N(CC)CC)C.[C:41](OC(=O)C)(=[O:43])[CH3:42]. (6) Given the product [C:1]1([S:7]([CH2:10][C:11]2[C:16]([C:17]([O:19][C:11]([CH3:16])([CH3:12])[CH3:10])=[O:18])=[C:15]([O:20][CH2:27][C:28]#[N:29])[C:14]([C:21]3[CH:25]=[CH:24][O:23][CH:22]=3)=[CH:13][CH:12]=2)(=[O:9])=[O:8])[CH:2]=[CH:3][CH:4]=[CH:5][CH:6]=1, predict the reactants needed to synthesize it. The reactants are: [C:1]1([S:7]([CH2:10][C:11]2[C:16]([C:17]([O-:19])=[O:18])=[C:15]([OH:20])[C:14]([C:21]3[CH:25]=[CH:24][O:23][CH:22]=3)=[CH:13][CH:12]=2)(=[O:9])=[O:8])[CH:6]=[CH:5][CH:4]=[CH:3][CH:2]=1.Br[CH2:27][C:28]#[N:29]. (7) Given the product [Cl:1][C:2]1[CH:3]=[C:4]([CH:25]=[CH:26][C:27]=1[Cl:28])[O:5][C:6]1[CH:11]=[CH:10][CH:9]=[CH:8][C:7]=1[NH:12][S:13]([C:16]1[CH:17]=[CH:18][C:19]([C:20]([N:39]2[CH2:38][CH2:37][N:36]([CH2:35][CH2:34][N:29]3[CH2:30][CH2:31][CH2:32][CH2:33]3)[CH2:41][CH2:40]2)=[O:22])=[CH:23][CH:24]=1)(=[O:14])=[O:15], predict the reactants needed to synthesize it. The reactants are: [Cl:1][C:2]1[CH:3]=[C:4]([CH:25]=[CH:26][C:27]=1[Cl:28])[O:5][C:6]1[CH:11]=[CH:10][CH:9]=[CH:8][C:7]=1[NH:12][S:13]([C:16]1[CH:24]=[CH:23][C:19]([C:20]([OH:22])=O)=[CH:18][CH:17]=1)(=[O:15])=[O:14].[N:29]1([CH2:34][CH2:35][N:36]2[CH2:41][CH2:40][NH:39][CH2:38][CH2:37]2)[CH2:33][CH2:32][CH2:31][CH2:30]1. (8) Given the product [CH:1]1([C:4]2[N:8]([C:9]([O:11][C:12]([CH3:15])([CH3:14])[CH3:13])=[O:10])[C:7]3[CH:16]=[C:17]([C:21]4[C:22]([CH3:27])=[N:23][O:24][C:25]=4[CH3:26])[CH:18]=[C:19]([C:31]([CH:33]4[CH2:37][CH2:36][O:35][CH2:34]4)=[O:32])[C:6]=3[N:5]=2)[CH2:3][CH2:2]1, predict the reactants needed to synthesize it. The reactants are: [CH:1]1([C:4]2[N:8]([C:9]([O:11][C:12]([CH3:15])([CH3:14])[CH3:13])=[O:10])[C:7]3[CH:16]=[C:17]([C:21]4[C:22]([CH3:27])=[N:23][O:24][C:25]=4[CH3:26])[CH:18]=[C:19](I)[C:6]=3[N:5]=2)[CH2:3][CH2:2]1.CON(C)[C:31]([CH:33]1[CH2:37][CH2:36][O:35][CH2:34]1)=[O:32].[Li]CCCC. (9) The reactants are: [C:1]([N:4]([CH3:39])[C:5]1[N:10]=[CH:9][C:8]([N:11]([CH3:31])[C:12](=[O:30])[C:13]([C:16]2[CH:21]=[C:20]([C:22]([F:25])([F:24])[F:23])[CH:19]=[C:18]([C:26]([F:29])([F:28])[F:27])[CH:17]=2)([CH3:15])[CH3:14])=[C:7]([C:32]2[CH:37]=[CH:36][CH:35]=[CH:34][C:33]=2[CH3:38])[CH:6]=1)(=[O:3])[CH3:2].F[C:41](F)(F)[C:42]1C=C(C(C)(C)C(N(C)C2C(C3C=CC=CC=3C)=CC(NC(C3CC3)=O)=NC=2)=O)C=C(C(F)(F)F)C=1. Given the product [F:24][C:22]([F:25])([F:23])[C:20]1[CH:21]=[C:16]([C:13]([CH3:15])([CH3:14])[C:12]([N:11]([CH3:31])[C:8]2[C:7]([C:32]3[CH:37]=[CH:36][CH:35]=[CH:34][C:33]=3[CH3:38])=[CH:6][C:5]([N:4]([CH3:39])[C:1]([CH:2]3[CH2:42][CH2:41]3)=[O:3])=[N:10][CH:9]=2)=[O:30])[CH:17]=[C:18]([C:26]([F:29])([F:28])[F:27])[CH:19]=1, predict the reactants needed to synthesize it.